From a dataset of Forward reaction prediction with 1.9M reactions from USPTO patents (1976-2016). Predict the product of the given reaction. (1) The product is: [Br:1][C:2]1[C:3]2[N:4]([N:10]=[C:11]([C:13]([F:16])([F:14])[F:15])[C:12]=2[Cl:24])[C:5]([O:8][CH3:9])=[CH:6][CH:7]=1. Given the reactants [Br:1][C:2]1[C:3]2[N:4]([N:10]=[C:11]([C:13]([F:16])([F:15])[F:14])[CH:12]=2)[C:5]([O:8][CH3:9])=[CH:6][CH:7]=1.C1C(=O)N([Cl:24])C(=O)C1.O, predict the reaction product. (2) Given the reactants [Cl:1][C:2]1[CH:7]=[C:6]([O:8][C:9]2[C:10]3[NH:17][CH:16]=[CH:15][C:11]=3[N:12]=[CH:13][N:14]=2)[CH:5]=[CH:4][C:3]=1[NH:18][C:19]([NH:21][C:22]1[CH:27]=[CH:26][CH:25]=[C:24]([C:28]([F:31])([F:30])[F:29])[CH:23]=1)=[O:20].O.[C:33]1([CH3:43])[CH:38]=[CH:37][C:36]([S:39]([OH:42])(=[O:41])=[O:40])=[CH:35][CH:34]=1, predict the reaction product. The product is: [C:33]1([CH3:43])[CH:34]=[CH:35][C:36]([S:39]([OH:42])(=[O:40])=[O:41])=[CH:37][CH:38]=1.[Cl:1][C:2]1[CH:7]=[C:6]([O:8][C:9]2[C:10]3[NH:17][CH:16]=[CH:15][C:11]=3[N:12]=[CH:13][N:14]=2)[CH:5]=[CH:4][C:3]=1[NH:18][C:19]([NH:21][C:22]1[CH:27]=[CH:26][CH:25]=[C:24]([C:28]([F:30])([F:29])[F:31])[CH:23]=1)=[O:20]. (3) Given the reactants [Cl:1][C:2]1[CH:7]=[C:6]([C:8]([CH3:12])([CH3:11])[CH2:9][CH3:10])[CH:5]=[CH:4][C:3]=1[OH:13].[CH2:14]([CH:16]1[O:18][CH2:17]1)Cl, predict the reaction product. The product is: [Cl:1][C:2]1[CH:7]=[C:6]([C:8]([CH3:12])([CH3:11])[CH2:9][CH3:10])[CH:5]=[CH:4][C:3]=1[O:13][CH2:14][CH:16]1[CH2:17][O:18]1. (4) Given the reactants Cl[C:2]1[N:7]=[CH:6][C:5]([S:8]([N:11]2[C:15]([C:16]3[CH:21]=[CH:20][CH:19]=[CH:18][CH:17]=3)=[CH:14][C:13]([CH2:22][N:23](C)[C:24](=O)OC(C)(C)C)=[CH:12]2)(=[O:10])=[O:9])=[CH:4][C:3]=1[CH3:32].NN.[C:35](=[O:38])([O-:37])O.[Na+].[O:40]1[CH2:44][CH2:43][CH2:42]C1, predict the reaction product. The product is: [C:44]([OH:40])(=[O:9])/[CH:43]=[CH:42]/[C:35]([OH:37])=[O:38].[CH3:24][NH:23][CH2:22][C:13]1[CH:14]=[C:15]([C:16]2[CH:17]=[CH:18][CH:19]=[CH:20][CH:21]=2)[N:11]([S:8]([C:5]2[CH:6]=[N:7][CH:2]=[C:3]([CH3:32])[CH:4]=2)(=[O:10])=[O:9])[CH:12]=1. (5) Given the reactants [CH3:1][O:2][C:3]([C:5]1[C:6](=[O:17])[S:7][C:8]2[C:13]([C:14]=1[OH:15])=[CH:12][CH:11]=[C:10](Br)[CH:9]=2)=[O:4].[CH3:18][O:19][C:20]1[CH:25]=[CH:24][C:23](B(O)O)=[CH:22][CH:21]=1.C([O-])([O-])=O.[Na+].[Na+], predict the reaction product. The product is: [CH3:1][O:2][C:3]([C:5]1[C:6](=[O:17])[S:7][C:8]2[C:13]([C:14]=1[OH:15])=[CH:12][CH:11]=[C:10]([C:23]1[CH:24]=[CH:25][C:20]([O:19][CH3:18])=[CH:21][CH:22]=1)[CH:9]=2)=[O:4]. (6) Given the reactants [CH:1]([C:4]1[CH:9]=[CH:8][C:7]([NH:10][C:11]([C:13]2[CH:14]=[C:15]([CH:48]=[CH:49][CH:50]=2)[O:16][C:17]2[CH:22]=[CH:21][N:20]=[C:19]3[N:23]([CH2:39][C:40]4[CH:45]=[CH:44][C:43]([O:46][CH3:47])=[CH:42][CH:41]=4)[N:24]=[C:25]([NH:26][C@@H:27]4[CH2:31][CH2:30][N:29](C(OC(C)(C)C)=O)[CH2:28]4)[C:18]=23)=[O:12])=[CH:6][C:5]=1[CH3:51])([CH3:3])[CH3:2], predict the reaction product. The product is: [CH:1]([C:4]1[CH:9]=[CH:8][C:7]([NH:10][C:11](=[O:12])[C:13]2[CH:50]=[CH:49][CH:48]=[C:15]([O:16][C:17]3[CH:22]=[CH:21][N:20]=[C:19]4[N:23]([CH2:39][C:40]5[CH:41]=[CH:42][C:43]([O:46][CH3:47])=[CH:44][CH:45]=5)[N:24]=[C:25]([NH:26][C@@H:27]5[CH2:31][CH2:30][NH:29][CH2:28]5)[C:18]=34)[CH:14]=2)=[CH:6][C:5]=1[CH3:51])([CH3:3])[CH3:2]. (7) Given the reactants C(N1CCP(C2C=CC(N)=C(OC)C=2)(=O)CC1)C.ClC1N=C(Cl)C(Cl)=CN=1.Cl[C:29]1[N:34]=[C:33]([NH:35][C:36]2[CH:41]=[CH:40][C:39]([P:42]3(=[O:50])[CH2:47][CH2:46][N:45]([CH2:48][CH3:49])[CH2:44][CH2:43]3)=[CH:38][C:37]=2[O:51][CH3:52])[C:32]([Cl:53])=[CH:31][N:30]=1.[CH:54]1([C:57]2[O:61][C:60]([NH2:62])=[N:59][CH:58]=2)[CH2:56][CH2:55]1, predict the reaction product. The product is: [Cl:53][C:32]1[C:33]([NH:35][C:36]2[CH:41]=[CH:40][C:39]([P:42]3(=[O:50])[CH2:47][CH2:46][N:45]([CH2:48][CH3:49])[CH2:44][CH2:43]3)=[CH:38][C:37]=2[O:51][CH3:52])=[N:34][C:29]([NH:62][C:60]2[O:61][C:57]([CH:54]3[CH2:56][CH2:55]3)=[CH:58][N:59]=2)=[N:30][CH:31]=1. (8) The product is: [NH2:5][CH2:4][CH:3]([C:13]1[CH:14]=[CH:15][CH:16]=[CH:17][CH:18]=1)[O:2][N:1]1[C:21](=[O:23])[C:20]2[C:13](=[CH:14][CH:15]=[CH:16][CH:17]=2)[C:3]1=[O:2]. Given the reactants [NH2:1][O:2][CH:3]([C:13]1[CH:18]=[CH:17][CH:16]=[CH:15][CH:14]=1)[CH2:4][NH:5]C(=O)OC(C)(C)C.F[C:20](F)(F)[C:21]([OH:23])=O, predict the reaction product. (9) The product is: [CH2:7]([O:10][C:11]([C:13]1[O:20][C:19]2[C:18]([NH2:21])=[N:17][N:16]([C:1]([O:2][CH2:3][CH3:4])=[O:5])[C:15]=2[CH:14]=1)=[O:12])[CH2:8][CH3:9]. Given the reactants [C:1](Cl)(=[O:5])[O:2][CH2:3][CH3:4].[CH2:7]([O:10][C:11]([C:13]1[O:20][C:19]2[C:18]([NH2:21])=[N:17][NH:16][C:15]=2[CH:14]=1)=[O:12])[CH2:8][CH3:9].C(N(C(C)C)CC)(C)C, predict the reaction product. (10) Given the reactants Br[C:2]1[CH:14]=[CH:13][C:5]2[N:6]=[C:7]([NH:9][C:10](=[O:12])[CH3:11])[S:8][C:4]=2[CH:3]=1.CC([O-])=O.[K+].Br[C:21]1[CH:22]=[C:23]([N:28](S(C2C=CC=CC=2)(=O)=O)[S:29]([C:32]2[CH:37]=[CH:36][CH:35]=[CH:34][CH:33]=2)(=[O:31])=[O:30])[C:24]([Cl:27])=[N:25][CH:26]=1.C([O-])([O-])=O.[Cs+].[Cs+].CC[O-].[Na+], predict the reaction product. The product is: [Cl:27][C:24]1[N:25]=[CH:26][C:21]([C:2]2[CH:14]=[CH:13][C:5]3[N:6]=[C:7]([NH:9][C:10](=[O:12])[CH3:11])[S:8][C:4]=3[CH:3]=2)=[CH:22][C:23]=1[NH:28][S:29]([C:32]1[CH:33]=[CH:34][CH:35]=[CH:36][CH:37]=1)(=[O:31])=[O:30].